The task is: Predict the product of the given reaction.. This data is from Forward reaction prediction with 1.9M reactions from USPTO patents (1976-2016). (1) The product is: [CH3:1][C:2]1[C:6]([CH2:7][O:8][C:9]2[CH:10]=[CH:11][C:12]([S:15]([N:18]([CH2:42][CH2:43][CH:44]([CH3:46])[CH3:45])[C:19]3[CH:24]=[CH:23][C:22]([CH:25]([CH3:26])[CH3:27])=[CH:21][N:20]=3)(=[O:17])=[O:16])=[CH:13][CH:14]=2)=[C:5]([CH3:28])[O:4][N:3]=1. Given the reactants [CH3:1][C:2]1[C:6]([CH2:7][O:8][C:9]2[CH:14]=[CH:13][C:12]([S:15]([NH:18][C:19]3[CH:24]=[CH:23][C:22]([CH:25]([CH3:27])[CH3:26])=[CH:21][N:20]=3)(=[O:17])=[O:16])=[CH:11][CH:10]=2)=[C:5]([CH3:28])[O:4][N:3]=1.C(N=C(N(C)C)N(C)C)(C)(C)C.Br[CH2:42][CH2:43][CH:44]([CH3:46])[CH3:45], predict the reaction product. (2) Given the reactants Cl.Cl.[NH:3]([CH:5]1[CH2:10][CH2:9][N:8]([C:11]([O:13][CH:14]([CH3:16])[CH3:15])=[O:12])[CH2:7][CH2:6]1)[NH2:4].[C:17]([C:19](=[CH:25]OCC)[C:20]([O:22][CH2:23][CH3:24])=[O:21])#[N:18].C([O-])(=O)C.[Na+], predict the reaction product. The product is: [NH2:18][C:17]1[N:3]([CH:5]2[CH2:6][CH2:7][N:8]([C:11]([O:13][CH:14]([CH3:16])[CH3:15])=[O:12])[CH2:9][CH2:10]2)[N:4]=[CH:25][C:19]=1[C:20]([O:22][CH2:23][CH3:24])=[O:21]. (3) Given the reactants Cl.[CH2:2]([O:4][C:5](=[O:8])[CH2:6][NH2:7])[CH3:3].[C:9]([O:13][CH2:14][CH3:15])(=[O:12])[CH:10]=[CH2:11].C(N(CC)CC)C, predict the reaction product. The product is: [CH2:2]([O:4][C:5]([CH2:6][NH:7][CH2:11][CH2:10][C:9]([O:13][CH2:14][CH3:15])=[O:12])=[O:8])[CH3:3]. (4) Given the reactants O[CH2:2][C:3]1[CH:8]=[CH:7][N:6]=[C:5]([C:9]([O:11][CH3:12])=[O:10])[CH:4]=1.C(Br)(Br)(Br)[Br:14].C1(P(C2C=CC=CC=2)C2C=CC=CC=2)C=CC=CC=1, predict the reaction product. The product is: [Br:14][CH2:2][C:3]1[CH:8]=[CH:7][N:6]=[C:5]([C:9]([O:11][CH3:12])=[O:10])[CH:4]=1.